Dataset: CYP2D6 inhibition data for predicting drug metabolism from PubChem BioAssay. Task: Regression/Classification. Given a drug SMILES string, predict its absorption, distribution, metabolism, or excretion properties. Task type varies by dataset: regression for continuous measurements (e.g., permeability, clearance, half-life) or binary classification for categorical outcomes (e.g., BBB penetration, CYP inhibition). Dataset: cyp2d6_veith. (1) The compound is Cc1cccnc1NC(=S)NC(=O)c1cccs1. The result is 0 (non-inhibitor). (2) The result is 0 (non-inhibitor). The compound is CCOC(=O)Nc1ccc(C)cc1NC(=O)OCC. (3) The drug is COCCN(C(=O)C(C)C)c1nnc(-c2ccc(C)cc2)s1. The result is 0 (non-inhibitor). (4) The compound is Cc1ccccc1NC(=S)NC(=O)c1cc(-c2ccccc2)nc2ccccc12. The result is 0 (non-inhibitor). (5) The compound is COc1cccc(Nc2ncc3nc(CCc4ccccc4)c(=O)n(C)c3n2)c1. The result is 0 (non-inhibitor). (6) The compound is Cc1cc(C(=O)CSc2nnc(-c3ccc(Cl)cc3)n2C)c(C)n1CC1CCCO1. The result is 0 (non-inhibitor). (7) The drug is CCCOc1ccc(CSC(CC(=O)O)C(=O)O)cc1. The result is 0 (non-inhibitor).